This data is from Catalyst prediction with 721,799 reactions and 888 catalyst types from USPTO. The task is: Predict which catalyst facilitates the given reaction. Reactant: [CH:1]1([C:6]2([CH2:14][CH2:15][C:16]3[CH:21]=[CH:20][C:19]([C:22]([CH3:26])([CH3:25])[C:23]#[N:24])=[C:18]([F:27])[CH:17]=3)[CH2:11][C:10](=[O:12])[CH2:9][C:8](=[O:13])[O:7]2)[CH2:5][CH2:4][CH2:3][CH2:2]1.O.Cl.[CH3:30][N:31]1[C:35]([CH:36]=O)=[N:34][C:33]([C:38]2[CH:43]=[CH:42][CH:41]=[C:40]([CH3:44])[N:39]=2)=[N:32]1.C(N(CC)CC)C.Cl. Product: [CH:1]1([C:6]2([CH2:14][CH2:15][C:16]3[CH:21]=[CH:20][C:19]([C:22]([CH3:25])([CH3:26])[C:23]#[N:24])=[C:18]([F:27])[CH:17]=3)[CH2:11][C:10]([OH:12])=[C:9]([CH2:36][C:35]3[N:31]([CH3:30])[N:32]=[C:33]([C:38]4[CH:43]=[CH:42][CH:41]=[C:40]([CH3:44])[N:39]=4)[N:34]=3)[C:8](=[O:13])[O:7]2)[CH2:5][CH2:4][CH2:3][CH2:2]1. The catalyst class is: 252.